Predict the reaction yield, written as a fraction of the theoretical maximum amount of product (1.0 means a 100% yield; for example, 0.34 means a 34% yield). From a dataset of Reaction yield outcomes from USPTO patents with 853,638 reactions. The reactants are [CH2:1]([C:5]1[N:6]=[C:7]2[C:12]([Cl:13])=[CH:11][CH:10]=[CH:9][N:8]2[CH:14]=1)[CH2:2][C:3]#[CH:4].Br[C:16]1[CH:21]=[CH:20][CH:19]=[C:18]([CH2:22][F:23])[N:17]=1. No catalyst specified. The product is [Cl:13][C:12]1[C:7]2[N:8]([CH:14]=[C:5]([CH2:1][CH2:2][C:3]#[C:4][C:16]3[CH:21]=[CH:20][CH:19]=[C:18]([CH2:22][F:23])[N:17]=3)[N:6]=2)[CH:9]=[CH:10][CH:11]=1. The yield is 0.550.